This data is from Catalyst prediction with 721,799 reactions and 888 catalyst types from USPTO. The task is: Predict which catalyst facilitates the given reaction. (1) Reactant: C1(P(N=[N+]=[N-])(C2C=CC=CC=2)=[O:8])C=CC=CC=1.C([O:20][CH:21]1[CH2:26][CH2:25][CH2:24][CH2:23][O:22]1)=C.[CH3:27][OH:28].C([N:31]([CH2:34]C)CC)C. Product: [CH3:27][O:28][C:34]([NH:31][C:26]1([C:21]([O:22][CH3:23])=[O:20])[CH2:24][CH2:25]1)=[O:8]. The catalyst class is: 11. (2) Reactant: [ClH:1].C(OC([N:9]1[C@H:14]([C:15]2[NH:16][CH:17]=[C:18]([C:20]#[C:21][C:22]3[CH:23]=[C:24]4[C:29](=[CH:30][CH:31]=3)[CH:28]=[C:27]([C:32]3[N:33]=[C:34]([C@@H:37]5[CH2:42][C@@H:41]6[C@@H:39]([CH2:40]6)[N:38]5C(OCCCC)=O)[NH:35][CH:36]=3)[CH:26]=[CH:25]4)[N:19]=2)[CH2:13][C@@H:12]2[C@H:10]1[CH2:11]2)=O)(C)(C)C. Product: [ClH:1].[C@@H:10]12[CH2:11][C@@H:12]1[CH2:13][C@@H:14]([C:15]1[NH:16][CH:17]=[C:18]([C:20]#[C:21][C:22]3[CH:23]=[C:24]4[C:29](=[CH:30][CH:31]=3)[CH:28]=[C:27]([C:32]3[NH:33][C:34]([C@@H:37]5[CH2:42][C@@H:41]6[C@@H:39]([CH2:40]6)[NH:38]5)=[N:35][CH:36]=3)[CH:26]=[CH:25]4)[N:19]=1)[NH:9]2. The catalyst class is: 12. (3) Reactant: [OH-].[Na+].C[O:4][C:5]([C:7]1[C:15]2[S:14][CH:13]=[N:12][C:11]=2[CH:10]=[CH:9][CH:8]=1)=[O:6].C1COCC1.O. Product: [S:14]1[C:15]2[C:7]([C:5]([OH:6])=[O:4])=[CH:8][CH:9]=[CH:10][C:11]=2[N:12]=[CH:13]1. The catalyst class is: 5. (4) Reactant: [C:1]([O:5][C:6]([N:8]1[CH2:13][CH2:12][CH2:11][C@H:10]([O:14][C:15]2[CH:16]=[C:17]3[C:22](=[CH:23][CH:24]=2)[C:21]([NH2:25])=[N:20][CH:19]=[CH:18]3)[CH2:9]1)=[O:7])([CH3:4])([CH3:3])[CH3:2].NC1C2C(=CC(O)=CC=2)C=CN=1.C(OC(N1CCC[C@@H](OS(C)(=O)=O)C1)=O)(C)(C)C.CCN(P1(N(C)CCCN1)=NC(C)(C)C)CC. Product: [C:1]([O:5][C:6]([N:8]1[CH2:13][CH2:12][CH2:11][CH:10]([O:14][C:15]2[CH:16]=[C:17]3[C:22](=[CH:23][CH:24]=2)[C:21]([NH2:25])=[N:20][CH:19]=[CH:18]3)[CH2:9]1)=[O:7])([CH3:4])([CH3:2])[CH3:3]. The catalyst class is: 10.